Regression/Classification. Given a drug SMILES string, predict its absorption, distribution, metabolism, or excretion properties. Task type varies by dataset: regression for continuous measurements (e.g., permeability, clearance, half-life) or binary classification for categorical outcomes (e.g., BBB penetration, CYP inhibition). Dataset: rlm. From a dataset of Rat liver microsome stability data. (1) The compound is CN1CCN(CCCN(C(=O)Nc2ccc(F)c(C(F)(F)F)c2)C2CCC3(c4ccc(C#N)cc4)CC23)CC1. The result is 0 (unstable in rat liver microsomes). (2) The molecule is Cc1sc(NC(=O)Cc2ccc3c(c2)OCO3)nc1-c1ccc2c(c1)CCN2C(=O)c1ccccc1C(F)(F)F. The result is 0 (unstable in rat liver microsomes). (3) The result is 1 (stable in rat liver microsomes). The molecule is O=C1c2ccccc2C2=Nc3ccccc3SC(c3ccc(Cl)cc3)C12. (4) The molecule is COc1cnc(N2CCC[C@@H](N)C2)n(Cc2ccccc2C#N)c1=O. The result is 1 (stable in rat liver microsomes). (5) The drug is Cn1c(=O)cc(N2CCC[C@@H](N)C2)n(Cc2cc(F)ccc2Cl)c1=O. The result is 0 (unstable in rat liver microsomes). (6) The drug is COc1ccc2c(c1)COC(=O)N2C1CCN(CC(=O)Nc2ccc3[nH]c4ccccc4c3c2)CC1. The result is 0 (unstable in rat liver microsomes). (7) The molecule is O=C(c1ccc(N2CCOCC2)nc1)N1CCC(NS(=O)(=O)c2cc(S(=O)(=O)c3ccccc3)ccc2C(F)(F)F)CC1. The result is 1 (stable in rat liver microsomes).